The task is: Predict the reaction yield, written as a fraction of the theoretical maximum amount of product (1.0 means a 100% yield; for example, 0.34 means a 34% yield).. This data is from Reaction yield outcomes from USPTO patents with 853,638 reactions. (1) The yield is 0.210. The reactants are [CH2:1]([O:3][C:4](=[O:16])[C:5]1[CH:10]=[CH:9][N:8]=[C:7]([NH:11][S:12]([CH3:15])(=[O:14])=[O:13])[CH:6]=1)[CH3:2].[C:17]1(B(O)O)[CH:22]=[CH:21][CH:20]=[CH:19][CH:18]=1.CCN(CC)CC. The catalyst is C(Cl)Cl.CC([O-])=O.CC([O-])=O.[Cu+2]. The product is [CH2:1]([O:3][C:4](=[O:16])[C:5]1[CH:10]=[CH:9][N:8]=[C:7]([N:11]([S:12]([CH3:15])(=[O:13])=[O:14])[C:17]2[CH:22]=[CH:21][CH:20]=[CH:19][CH:18]=2)[CH:6]=1)[CH3:2]. (2) The reactants are [C:1]([C:3]1[CH:4]=[C:5]2[C:9](=[CH:10][CH:11]=1)[N:8](C(OC(C)(C)C)=O)[CH:7]=[CH:6]2)#[N:2].[Li]C(C)(C)C.[C:24](OC)(=[O:29])[C:25]([O:27][CH3:28])=[O:26].CO. The catalyst is C1COCC1.O. The product is [C:1]([C:3]1[CH:4]=[C:5]2[C:9](=[CH:10][CH:11]=1)[NH:8][C:7]([C:24](=[O:29])[C:25]([O:27][CH3:28])=[O:26])=[CH:6]2)#[N:2]. The yield is 0.240. (3) The reactants are Br[C:2]1[CH:7]=[CH:6][CH:5]=[C:4](Cl)[C:3]=1[Cl:9].C1COCC1.C([Mg]Cl)(C)C.[CH:20]1[CH2:24][CH:23]=[CH:22][CH:21]=1. The catalyst is C1(C)C=CC=CC=1. The product is [Cl:9][C:3]1[CH:2]=[CH:7][CH:6]=[C:5]2[C:4]=1[CH:24]1[CH2:23][CH:22]2[CH:21]=[CH:20]1. The yield is 0.915. (4) The reactants are [CH3:1][Al](C)C.[Cl:5][CH2:6][CH2:7][CH2:8][CH2:9][C:10]#[CH:11].Cl[C:13]([O:15][CH2:16][CH3:17])=[O:14]. The catalyst is C1(C)C=CC=CC=1.[CH-]1C=CC=C1.[CH-]1C=CC=C1.[Zr+2]. The product is [Cl:5][CH2:6][CH2:7][CH2:8][CH2:9]/[C:10](/[CH3:1])=[CH:11]/[C:13]([O:15][CH2:16][CH3:17])=[O:14]. The yield is 0.850. (5) The reactants are Cl[CH2:2][C:3]1[CH:12]=[CH:11][C:6]2[O:7][CH2:8][CH2:9][O:10][C:5]=2[CH:4]=1.[C-:13]#[N:14].[Na+].O. The catalyst is CS(C)=O. The product is [O:7]1[CH2:8][CH2:9][O:10][C:5]2[CH:4]=[C:3]([CH2:2][C:13]#[N:14])[CH:12]=[CH:11][C:6]1=2. The yield is 0.860. (6) The reactants are Cl[C:2]1[N:11]=[C:10]([N:12]2[CH2:17][CH2:16][O:15][CH2:14][CH2:13]2)[C:9]2[C:4](=[CH:5][C:6]([C:18]3[CH:19]=[N:20][CH:21]=[N:22][CH:23]=3)=[CH:7][CH:8]=2)[N:3]=1.[CH3:24][N:25]([CH3:53])[C:26](=[O:52])[C:27]1[CH:32]=[CH:31][C:30]([NH:33][C:34]([NH:36][C:37]2[CH:42]=[CH:41][C:40](B3OC(C)(C)C(C)(C)O3)=[CH:39][CH:38]=2)=[O:35])=[CH:29][CH:28]=1.C(=O)([O-])[O-].[Cs+].[Cs+].CN(C=O)C. The catalyst is Cl[Pd](Cl)([P](C1C=CC=CC=1)(C1C=CC=CC=1)C1C=CC=CC=1)[P](C1C=CC=CC=1)(C1C=CC=CC=1)C1C=CC=CC=1.O. The product is [CH3:24][N:25]([CH3:53])[C:26](=[O:52])[C:27]1[CH:32]=[CH:31][C:30]([NH:33][C:34]([NH:36][C:37]2[CH:38]=[CH:39][C:40]([C:2]3[N:11]=[C:10]([N:12]4[CH2:17][CH2:16][O:15][CH2:14][CH2:13]4)[C:9]4[C:4](=[CH:5][C:6]([C:18]5[CH:19]=[N:20][CH:21]=[N:22][CH:23]=5)=[CH:7][CH:8]=4)[N:3]=3)=[CH:41][CH:42]=2)=[O:35])=[CH:29][CH:28]=1. The yield is 0.110. (7) The catalyst is CN(C)C=O. The yield is 1.00. The reactants are [H-].[Na+].[NH:3]1[C:7]2=[N:8][CH:9]=[CH:10][CH:11]=[C:6]2[CH:5]=[CH:4]1.Br[CH2:13][CH2:14][CH2:15][CH2:16][CH3:17]. The product is [CH2:13]([N:3]1[C:7]2=[N:8][CH:9]=[CH:10][CH:11]=[C:6]2[CH:5]=[CH:4]1)[CH2:14][CH2:15][CH2:16][CH3:17].